From a dataset of Reaction yield outcomes from USPTO patents with 853,638 reactions. Predict the reaction yield, written as a fraction of the theoretical maximum amount of product (1.0 means a 100% yield; for example, 0.34 means a 34% yield). (1) The reactants are [C:1]1(=[O:6])[CH2:5][CH2:4][CH:3]=[CH:2]1.Cl[Si](C)(C)C.CN(P(N(C)C)(N(C)C)=O)C.[CH:23]([Mg]Br)([CH3:25])[CH3:24]. The catalyst is C1COCC1. The product is [CH:23]([CH:3]1[CH2:4][CH2:5][C:1](=[O:6])[CH2:2]1)([CH3:25])[CH3:24]. The yield is 1.00. (2) The reactants are [NH2:1][C:2]1[N:7]=[CH:6][C:5]([C:8]2[CH:9]=[C:10]([NH2:19])[C:11]([NH:14][C:15]([CH3:18])([CH3:17])[CH3:16])=[CH:12][CH:13]=2)=[CH:4][N:3]=1.[CH:20]([C:22]1[CH:23]=[C:24]([CH:27]=[CH:28][C:29]=1[N:30]1[CH:34]=[N:33][CH:32]=[N:31]1)[C:25]#[N:26])=O.OOS([O-])=O.[K+].S([O-])([O-])(=O)=S.[Na+].[Na+]. The catalyst is CN(C=O)C.O. The product is [NH2:1][C:2]1[N:7]=[CH:6][C:5]([C:8]2[CH:13]=[CH:12][C:11]3[N:14]([C:15]([CH3:16])([CH3:18])[CH3:17])[C:20]([C:22]4[CH:23]=[C:24]([CH:27]=[CH:28][C:29]=4[N:30]4[CH:34]=[N:33][CH:32]=[N:31]4)[C:25]#[N:26])=[N:19][C:10]=3[CH:9]=2)=[CH:4][N:3]=1. The yield is 0.270. (3) The reactants are Cl[CH2:2][C:3](Cl)=[O:4].[Cl:6][C:7]1[CH:8]=[C:9]([NH:22][C:23]2[C:32]3[C:27](=[CH:28][CH:29]=[C:30]([O:33][CH:34]4[CH2:39][CH2:38][NH:37][CH2:36][CH2:35]4)[CH:31]=3)[N:26]=[CH:25][N:24]=2)[CH:10]=[CH:11][C:12]=1[O:13][CH2:14][C:15]1[CH:20]=[CH:19][CH:18]=[C:17]([F:21])[CH:16]=1.[CH:40]([N:43](CC)[CH:44](C)C)(C)C.CNC.O1CCOCC1. The catalyst is ClCCl. The product is [Cl:6][C:7]1[CH:8]=[C:9]([NH:22][C:23]2[C:32]3[C:27](=[CH:28][CH:29]=[C:30]([O:33][CH:34]4[CH2:35][CH2:36][N:37]([C:3](=[O:4])[CH2:2][N:43]([CH3:44])[CH3:40])[CH2:38][CH2:39]4)[CH:31]=3)[N:26]=[CH:25][N:24]=2)[CH:10]=[CH:11][C:12]=1[O:13][CH2:14][C:15]1[CH:20]=[CH:19][CH:18]=[C:17]([F:21])[CH:16]=1. The yield is 0.580. (4) The reactants are [C:1]1([C:11]2[CH:16]=[CH:15][C:14](B(O)O)=[CH:13][CH:12]=2)[C:10]2[C:5](=[CH:6][CH:7]=[CH:8][CH:9]=2)[CH:4]=[CH:3][CH:2]=1.Br[C:21]1[C:34]2[C:35]3=[C:36]4[C:31](=[CH:32][CH:33]=2)[CH:30]=[CH:29][CH:28]=[C:27]4[CH:26]=[CH:25][C:24]3=[CH:23][CH:22]=1.C(=O)([O-])[O-].[Na+].[Na+]. The catalyst is C(COC)OC. The product is [C:1]1([C:11]2[CH:16]=[CH:15][C:14]([C:28]3[C:27]4[C:36]5=[C:35]6[C:24](=[CH:25][CH:26]=4)[CH:23]=[CH:22][CH:21]=[C:34]6[CH:33]=[CH:32][C:31]5=[CH:30][CH:29]=3)=[CH:13][CH:12]=2)[C:10]2[C:5](=[CH:6][CH:7]=[CH:8][CH:9]=2)[CH:4]=[CH:3][CH:2]=1. The yield is 0.990. (5) The reactants are O[C:2]1([C:12]2[C:21]([OH:22])=[CH:20][C:15]3[N:16]=[C:17]([CH3:19])[S:18][C:14]=3[CH:13]=2)[C:10]2[C:5](=[CH:6][CH:7]=[CH:8][CH:9]=2)[NH:4][C:3]1=[O:11].I. The catalyst is O.C(OCC)(=O)C. The product is [OH:22][C:21]1[C:12]([CH:2]2[C:10]3[C:5](=[CH:6][CH:7]=[CH:8][CH:9]=3)[NH:4][C:3]2=[O:11])=[CH:13][C:14]2[S:18][C:17]([CH3:19])=[N:16][C:15]=2[CH:20]=1. The yield is 0.990.